This data is from NCI-60 drug combinations with 297,098 pairs across 59 cell lines. The task is: Regression. Given two drug SMILES strings and cell line genomic features, predict the synergy score measuring deviation from expected non-interaction effect. (1) Drug 1: COC1=NC(=NC2=C1N=CN2C3C(C(C(O3)CO)O)O)N. Synergy scores: CSS=-2.07, Synergy_ZIP=1.68, Synergy_Bliss=1.11, Synergy_Loewe=-2.69, Synergy_HSA=-3.92. Drug 2: CCCCCOC(=O)NC1=NC(=O)N(C=C1F)C2C(C(C(O2)C)O)O. Cell line: HOP-92. (2) Drug 1: CCC1(CC2CC(C3=C(CCN(C2)C1)C4=CC=CC=C4N3)(C5=C(C=C6C(=C5)C78CCN9C7C(C=CC9)(C(C(C8N6C)(C(=O)OC)O)OC(=O)C)CC)OC)C(=O)OC)O.OS(=O)(=O)O. Drug 2: C1=NC(=NC(=O)N1C2C(C(C(O2)CO)O)O)N. Cell line: UO-31. Synergy scores: CSS=24.9, Synergy_ZIP=-8.07, Synergy_Bliss=-1.55, Synergy_Loewe=-3.63, Synergy_HSA=-3.35. (3) Drug 1: C1=CN(C=N1)CC(O)(P(=O)(O)O)P(=O)(O)O. Drug 2: C1CN(P(=O)(OC1)NCCCl)CCCl. Cell line: K-562. Synergy scores: CSS=2.20, Synergy_ZIP=1.73, Synergy_Bliss=3.47, Synergy_Loewe=1.87, Synergy_HSA=1.19. (4) Synergy scores: CSS=31.9, Synergy_ZIP=-13.9, Synergy_Bliss=-12.8, Synergy_Loewe=-2.32, Synergy_HSA=-1.65. Drug 2: C1=CC(=CC=C1CCCC(=O)O)N(CCCl)CCCl. Drug 1: C1=C(C(=O)NC(=O)N1)F. Cell line: HOP-92. (5) Drug 1: CC1C(C(CC(O1)OC2CC(CC3=C2C(=C4C(=C3O)C(=O)C5=C(C4=O)C(=CC=C5)OC)O)(C(=O)C)O)N)O.Cl. Drug 2: CC1=CC=C(C=C1)C2=CC(=NN2C3=CC=C(C=C3)S(=O)(=O)N)C(F)(F)F. Cell line: UACC62. Synergy scores: CSS=11.6, Synergy_ZIP=-2.24, Synergy_Bliss=3.17, Synergy_Loewe=-15.8, Synergy_HSA=2.26. (6) Drug 1: C1CCN(CC1)CCOC2=CC=C(C=C2)C(=O)C3=C(SC4=C3C=CC(=C4)O)C5=CC=C(C=C5)O. Drug 2: C1=NC(=NC(=O)N1C2C(C(C(O2)CO)O)O)N. Cell line: HCT116. Synergy scores: CSS=29.4, Synergy_ZIP=-0.374, Synergy_Bliss=5.90, Synergy_Loewe=-32.7, Synergy_HSA=2.42. (7) Drug 1: CC1OCC2C(O1)C(C(C(O2)OC3C4COC(=O)C4C(C5=CC6=C(C=C35)OCO6)C7=CC(=C(C(=C7)OC)O)OC)O)O. Drug 2: C1C(C(OC1N2C=NC3=C(N=C(N=C32)Cl)N)CO)O. Cell line: MCF7. Synergy scores: CSS=28.2, Synergy_ZIP=-7.02, Synergy_Bliss=-0.430, Synergy_Loewe=-3.91, Synergy_HSA=-2.20. (8) Drug 1: CC1=CC=C(C=C1)C2=CC(=NN2C3=CC=C(C=C3)S(=O)(=O)N)C(F)(F)F. Drug 2: CC1=C2C(C(=O)C3(C(CC4C(C3C(C(C2(C)C)(CC1OC(=O)C(C(C5=CC=CC=C5)NC(=O)C6=CC=CC=C6)O)O)OC(=O)C7=CC=CC=C7)(CO4)OC(=O)C)O)C)OC(=O)C. Cell line: BT-549. Synergy scores: CSS=24.3, Synergy_ZIP=14.1, Synergy_Bliss=15.5, Synergy_Loewe=10.6, Synergy_HSA=16.4. (9) Drug 1: CCCS(=O)(=O)NC1=C(C(=C(C=C1)F)C(=O)C2=CNC3=C2C=C(C=N3)C4=CC=C(C=C4)Cl)F. Drug 2: C(=O)(N)NO. Cell line: HOP-62. Synergy scores: CSS=6.18, Synergy_ZIP=-0.102, Synergy_Bliss=5.09, Synergy_Loewe=1.70, Synergy_HSA=3.21.